Dataset: Catalyst prediction with 721,799 reactions and 888 catalyst types from USPTO. Task: Predict which catalyst facilitates the given reaction. (1) The catalyst class is: 38. Product: [C:19]([O:18][C:16]([CH2:15][C@H:13]1[CH2:14][C@@H:11]([C:8]([OH:10])=[O:6])[C:12]1([CH3:24])[CH3:23])=[O:17])([CH3:22])([CH3:21])[CH3:20]. Reactant: O(Br)[Na].BrBr.[OH-:6].[Na+].[C:8]([C@@H:11]1[CH2:14][C@H:13]([CH2:15][C:16]([O:18][C:19]([CH3:22])([CH3:21])[CH3:20])=[O:17])[C:12]1([CH3:24])[CH3:23])(=[O:10])C. (2) Reactant: F[C:2]1[CH:7]=[C:6]([F:8])[CH:5]=[CH:4][C:3]=1[C:9]1[CH:14]=[CH:13][CH:12]=[CH:11][C:10]=1[CH:15]([NH2:17])[CH3:16].FC1C=C(F)C=CC=1[C:26]1[CH:31]=[CH:30][CH:29]=[CH:28][C:27]=1[C:32](=[O:34])C.C([O-])(=[O:37])C.[NH4+].C([BH3-])#N.[Na+]. Product: [F:8][C:6]1[CH:7]=[CH:2][C:3]2[C:9]3[C:10]([CH:15]([CH3:16])[N:17]([C:32]([C:27]4[CH:28]=[C:29]([OH:37])[CH:30]=[CH:31][CH:26]=4)=[O:34])[C:4]=2[CH:5]=1)=[CH:11][CH:12]=[CH:13][CH:14]=3. The catalyst class is: 5. (3) Reactant: O[CH2:2][C:3]1[C:4]([CH3:9])=[N:5][CH:6]=[CH:7][CH:8]=1.S(Cl)([Cl:12])=O. Product: [Cl:12][CH2:2][C:3]1[C:4]([CH3:9])=[N:5][CH:6]=[CH:7][CH:8]=1. The catalyst class is: 4. (4) The catalyst class is: 329. Reactant: [CH3:1][O:2][CH2:3][C@@H:4]([NH2:6])[CH3:5].C(N(CC)C(C)C)(C)C.CN(C(ON1N=NC2C=CC=NC1=2)=[N+](C)C)C.F[P-](F)(F)(F)(F)F.[CH3:40][N:41]1[CH:45]=[C:44]([C:46]2[N:47]=[C:48]3[C:54]([C:55](O)=[O:56])=[CH:53][N:52]([CH2:58][O:59][CH2:60][CH2:61][Si:62]([CH3:65])([CH3:64])[CH3:63])[C:49]3=[N:50][CH:51]=2)[C:43]([CH3:66])=[N:42]1.[Cl-].[Na+].O.O. Product: [CH3:1][O:2][CH2:3][C@@H:4]([NH:6][C:55]([C:54]1[C:48]2[C:49](=[N:50][CH:51]=[C:46]([C:44]3[C:43]([CH3:66])=[N:42][N:41]([CH3:40])[CH:45]=3)[N:47]=2)[N:52]([CH2:58][O:59][CH2:60][CH2:61][Si:62]([CH3:63])([CH3:65])[CH3:64])[CH:53]=1)=[O:56])[CH3:5]. (5) Reactant: Cl.[CH2:2]([C:4]1[CH:9]=[CH:8][CH:7]=[C:6]([CH2:10][CH3:11])[C:5]=1[NH:12][C:13]([C:15]1[C:19]2[CH2:20][CH2:21][C:22]3[CH:23]=[N:24][C:25]([NH:28][CH:29]4[CH2:34][CH2:33][NH:32][CH2:31][CH2:30]4)=[N:26][C:27]=3[C:18]=2[N:17]([CH3:35])[N:16]=1)=[O:14])[CH3:3].CCN(C(C)C)C(C)C.ON1C2C=CC=CC=2N=N1.[C:55](O)(=[O:57])[CH3:56]. Product: [C:55]([N:32]1[CH2:31][CH2:30][CH:29]([NH:28][C:25]2[N:24]=[CH:23][C:22]3[CH2:21][CH2:20][C:19]4[C:15]([C:13]([NH:12][C:5]5[C:4]([CH2:2][CH3:3])=[CH:9][CH:8]=[CH:7][C:6]=5[CH2:10][CH3:11])=[O:14])=[N:16][N:17]([CH3:35])[C:18]=4[C:27]=3[N:26]=2)[CH2:34][CH2:33]1)(=[O:57])[CH3:56]. The catalyst class is: 35.